This data is from Reaction yield outcomes from USPTO patents with 853,638 reactions. The task is: Predict the reaction yield, written as a fraction of the theoretical maximum amount of product (1.0 means a 100% yield; for example, 0.34 means a 34% yield). (1) The reactants are [F:1][C:2]([F:17])([F:16])[C:3]1[CH:4]=[C:5]([C:9]2(O)[CH2:14][CH2:13][NH:12][CH2:11][CH2:10]2)[CH:6]=[CH:7][CH:8]=1.C(=O)([O-])O.[Na+]. The catalyst is FC(CC(O)=O)(F)F. The product is [F:17][C:2]([F:1])([F:16])[C:3]1[CH:4]=[C:5]([C:9]2[CH2:14][CH2:13][NH:12][CH2:11][CH:10]=2)[CH:6]=[CH:7][CH:8]=1. The yield is 0.670. (2) The reactants are [CH3:1][O:2][C:3]1[CH:4]=[C:5]([NH:11][C:12]2[C:13]3[N:38]=[CH:37][S:36][C:14]=3[N:15]=[C:16]([C:18]3[CH:19]=[C:20]([CH:33]=[CH:34][CH:35]=3)/[CH:21]=[CH:22]/[C:23]3[CH:32]=[CH:31][C:26]([C:27]([O:29]C)=[O:28])=[CH:25][CH:24]=3)[N:17]=2)[CH:6]=[CH:7][C:8]=1[O:9][CH3:10].[OH-].[Na+].Cl. The catalyst is O1CCOCC1.O. The product is [CH3:1][O:2][C:3]1[CH:4]=[C:5]([NH:11][C:12]2[C:13]3[N:38]=[CH:37][S:36][C:14]=3[N:15]=[C:16]([C:18]3[CH:19]=[C:20]([CH:33]=[CH:34][CH:35]=3)/[CH:21]=[CH:22]/[C:23]3[CH:32]=[CH:31][C:26]([C:27]([OH:29])=[O:28])=[CH:25][CH:24]=3)[N:17]=2)[CH:6]=[CH:7][C:8]=1[O:9][CH3:10]. The yield is 0.380. (3) The reactants are [Cl:1][C:2]1[CH:3]=[C:4]2[C:9](=[CH:10][C:11]=1[O:12][C:13]1[CH:21]=[CH:20][C:16]([C:17](O)=[O:18])=[CH:15][CH:14]=1)[O:8][CH2:7][CH2:6][CH:5]2[C:22]([O:24][CH2:25][CH3:26])=[O:23].Cl.[NH2:28][CH2:29][CH:30]([C:32]1[CH:37]=[CH:36][C:35]([Cl:38])=[CH:34][CH:33]=1)[OH:31].C(N(C(C)C)C(C)C)C.N1C2C(=NC=CC=2)N(O)N=1.Cl.C(N=C=NCCCN(C)C)C. The catalyst is CN(C=O)C.CCOC(C)=O. The product is [Cl:1][C:2]1[CH:3]=[C:4]2[C:9](=[CH:10][C:11]=1[O:12][C:13]1[CH:14]=[CH:15][C:16]([C:17](=[O:18])[NH:28][CH2:29][CH:30]([C:32]3[CH:37]=[CH:36][C:35]([Cl:38])=[CH:34][CH:33]=3)[OH:31])=[CH:20][CH:21]=1)[O:8][CH2:7][CH2:6][CH:5]2[C:22]([O:24][CH2:25][CH3:26])=[O:23]. The yield is 0.800.